This data is from Reaction yield outcomes from USPTO patents with 853,638 reactions. The task is: Predict the reaction yield, written as a fraction of the theoretical maximum amount of product (1.0 means a 100% yield; for example, 0.34 means a 34% yield). (1) The product is [F:1][C:2]1[CH:7]=[C:6]([N:22]2[CH:23]=[CH:24][CH:25]=[CH:26][C:21]2=[O:20])[CH:5]=[CH:4][C:3]=1[CH2:9][C:10]([O:12][CH3:13])=[O:11]. The catalyst is CS(C)=O.[Cu]I. The reactants are [F:1][C:2]1[CH:7]=[C:6](I)[CH:5]=[CH:4][C:3]=1[CH2:9][C:10]([O:12][CH3:13])=[O:11].C(=O)([O-])[O-].[K+].[K+].[OH:20][C:21]1[CH:26]=[CH:25][CH:24]=[CH:23][N:22]=1. The yield is 0.390. (2) The reactants are [CH3:1][N:2]([CH2:14][C:15]1[S:16][CH:17]=[C:18]([CH3:20])[N:19]=1)[C:3]([C:5]1[CH:6]=[C:7]([CH:11]=[CH:12][CH:13]=1)[C:8]([OH:10])=O)=[O:4].C([C:25]1([C@@H:33]([OH:43])[C@@H:34]([NH2:42])[CH2:35][C:36]2[CH:41]=[CH:40][CH:39]=[CH:38][CH:37]=2)[CH2:29][CH2:28][CH2:27][N:26]1[C:30]([OH:32])=[O:31])(C)(C)C.NO. No catalyst specified. The product is [OH:43][C@H:33]([C@H:25]1[CH2:29][CH2:28][CH2:27][N:26]1[C:30]([O:32][C:5]([CH3:6])([CH3:13])[CH3:3])=[O:31])[C@@H:34]([NH:42][C:8](=[O:10])[C:7]1[CH:11]=[CH:12][CH:13]=[C:5]([C:3](=[O:4])[N:2]([CH3:1])[CH2:14][C:15]2[S:16][CH:17]=[C:18]([CH3:20])[N:19]=2)[CH:6]=1)[CH2:35][C:36]1[CH:37]=[CH:38][CH:39]=[CH:40][CH:41]=1. The yield is 0.290. (3) The reactants are Cl[S:2]([N:5]=[C:6]=[O:7])(=[O:4])=[O:3].[CH2:8]([NH2:14])[C:9]1[O:13][CH:12]=[CH:11][CH:10]=1.[NH2:15][C:16]1[CH:44]=[CH:43][C:19]2[NH:20][C:21]([C:26]3[C:27](=[O:42])[N:28]([CH2:37][CH2:38][CH:39]([CH3:41])[CH3:40])[C:29]4[C:34]([C:35]=3[OH:36])=[CH:33][CH:32]=[CH:31][N:30]=4)=[N:22][S:23](=[O:25])(=[O:24])[C:18]=2[CH:17]=1.C(N(CC)CC)C. The catalyst is ClCCl. The product is [O:13]1[CH:12]=[CH:11][CH:10]=[C:9]1[CH2:8][NH:14][C:6]([NH:5][S:2](=[O:4])(=[O:3])[NH:15][C:16]1[CH:44]=[CH:43][C:19]2[NH:20][C:21]([C:26]3[C:27](=[O:42])[N:28]([CH2:37][CH2:38][CH:39]([CH3:41])[CH3:40])[C:29]4[C:34]([C:35]=3[OH:36])=[CH:33][CH:32]=[CH:31][N:30]=4)=[N:22][S:23](=[O:25])(=[O:24])[C:18]=2[CH:17]=1)=[O:7]. The yield is 0.150. (4) The product is [I:1][C:2]1[CH:3]=[CH:4][C:5]([N:8]2[CH:12]=[CH:11][C:10]([CH:13]([C:15]3[CH:24]=[CH:23][C:18]4[N:19]([CH2:28][O:29][CH2:30][CH2:31][Si:32]([CH3:35])([CH3:34])[CH3:33])[C:20](=[O:22])[S:21][C:17]=4[CH:16]=3)[CH3:14])=[N:9]2)=[N:6][CH:7]=1. The yield is 0.537. The catalyst is CN(C)C=O. The reactants are [I:1][C:2]1[CH:3]=[CH:4][C:5]([N:8]2[CH:12]=[CH:11][C:10]([CH:13]([C:15]3[CH:24]=[CH:23][C:18]4[NH:19][C:20](=[O:22])[S:21][C:17]=4[CH:16]=3)[CH3:14])=[N:9]2)=[N:6][CH:7]=1.[H-].[Na+].Cl[CH2:28][O:29][CH2:30][CH2:31][Si:32]([CH3:35])([CH3:34])[CH3:33]. (5) The reactants are [N+:1]([C:4]1[CH:12]=[C:11]2[C:7]([CH:8]=[CH:9][NH:10]2)=[CH:6][CH:5]=1)([O-:3])=[O:2].ClS([N:17]=[C:18]=O)(=O)=O.C([O-])(O)=O.[Na+]. The catalyst is CN(C=O)C.CC#N. The product is [N+:1]([C:4]1[CH:12]=[C:11]2[C:7]([C:8]([C:18]#[N:17])=[CH:9][NH:10]2)=[CH:6][CH:5]=1)([O-:3])=[O:2]. The yield is 0.820. (6) The reactants are [Br:1][C:2]([F:13])([F:12])[C:3]([F:11])([F:10])[CH2:4][CH2:5][CH2:6][C:7](Cl)=[O:8].[BH4-].[Na+].S(=O)(=O)(O)O. The catalyst is COCCOC. The product is [Br:1][C:2]([F:12])([F:13])[C:3]([F:10])([F:11])[CH2:4][CH2:5][CH2:6][CH2:7][OH:8]. The yield is 0.940. (7) The reactants are [Li+].C[Si]([N-][Si](C)(C)C)(C)C.[N:11]1[CH:16]=[CH:15][CH:14]=[CH:13][C:12]=1[NH2:17].F[C:19]1[CH:24]=[C:23]([F:25])[CH:22]=[CH:21][C:20]=1[N+:26]([O-:28])=[O:27]. The catalyst is C1COCC1. The product is [F:25][C:23]1[CH:22]=[CH:21][C:20]([N+:26]([O-:28])=[O:27])=[C:19]([NH:17][C:12]2[CH:13]=[CH:14][CH:15]=[CH:16][N:11]=2)[CH:24]=1. The yield is 0.410.